This data is from TCR-epitope binding with 47,182 pairs between 192 epitopes and 23,139 TCRs. The task is: Binary Classification. Given a T-cell receptor sequence (or CDR3 region) and an epitope sequence, predict whether binding occurs between them. (1) The epitope is MPASWVMRI. The TCR CDR3 sequence is CASSQTTGPAGSSYNEQFF. Result: 1 (the TCR binds to the epitope). (2) The epitope is IPIQASLPF. The TCR CDR3 sequence is CASTQGNTEAFF. Result: 0 (the TCR does not bind to the epitope).